This data is from Forward reaction prediction with 1.9M reactions from USPTO patents (1976-2016). The task is: Predict the product of the given reaction. Given the reactants [CH2:1]([N:8]1[C:13](=[O:14])[C:12]2=[CH:15][CH:16]=[CH:17][N:11]2[N:10]=[C:9]1[CH:18](O)[CH2:19][CH3:20])[C:2]1[CH:7]=[CH:6][CH:5]=[CH:4][CH:3]=1.C(N(CC)CC)C.CS(Cl)(=O)=O.S([O-])(=O)(=O)C.[C:39]([NH:46][CH2:47][CH2:48][CH2:49][NH2:50])([O:41][C:42]([CH3:45])([CH3:44])[CH3:43])=[O:40], predict the reaction product. The product is: [C:42]([O:41][C:39](=[O:40])[NH:46][CH2:47][CH2:48][CH2:49][NH:50][CH:18]([C:9]1[N:8]([CH2:1][C:2]2[CH:7]=[CH:6][CH:5]=[CH:4][CH:3]=2)[C:13](=[O:14])[C:12]2=[CH:15][CH:16]=[CH:17][N:11]2[N:10]=1)[CH2:19][CH3:20])([CH3:45])([CH3:43])[CH3:44].